Dataset: Full USPTO retrosynthesis dataset with 1.9M reactions from patents (1976-2016). Task: Predict the reactants needed to synthesize the given product. (1) Given the product [N:1]1[CH:2]=[CH:3][C:4]([CH2:7][CH:8]([CH2:23][C:24]2[CH:25]=[CH:26][N:27]=[CH:28][CH:29]=2)[C:9]([O:11][CH3:12])=[O:10])=[CH:5][CH:6]=1, predict the reactants needed to synthesize it. The reactants are: [N:1]1[CH:6]=[CH:5][C:4]([CH2:7][C:8]([CH2:23][C:24]2[CH:29]=[CH:28][N:27]=[CH:26][CH:25]=2)(C(OC(C)(C)C)=O)[C:9]([O:11][C:12](C)(C)C)=[O:10])=[CH:3][CH:2]=1.Cl.C(OCC)(=O)C. (2) Given the product [C:19]([OH:51])(=[O:20])[CH3:22].[C:50]([OH:51])(=[O:53])[CH3:1].[CH3:48][N:45]1[CH2:46][CH2:47][N:42]([C@@H:39]2[CH2:38][CH2:37][C@H:36]([N:28]3[C:29]4=[N:30][CH:31]=[N:32][C:33]([NH2:35])=[C:34]4[C:26]([C:13]4[CH:12]=[CH:11][C:10]([NH:9][CH:7]([C:1]5[CH:2]=[CH:3][CH:4]=[CH:5][CH:6]=5)[CH3:8])=[CH:15][CH:14]=4)=[N:27]3)[CH2:41][CH2:40]2)[CH2:43][CH2:44]1, predict the reactants needed to synthesize it. The reactants are: [C:1]1([CH:7]([NH:9][C:10]2[CH:15]=[CH:14][C:13](B3[O:20][C:19]([CH3:22])(C)C(C)(C)O3)=[CH:12][CH:11]=2)[CH3:8])[CH:6]=[CH:5][CH:4]=[CH:3][CH:2]=1.I[C:26]1[C:34]2[C:29](=[N:30][CH:31]=[N:32][C:33]=2[NH2:35])[N:28]([C@H:36]2[CH2:41][CH2:40][C@@H:39]([N:42]3[CH2:47][CH2:46][N:45]([CH3:48])[CH2:44][CH2:43]3)[CH2:38][CH2:37]2)[N:27]=1.O.[C:50](=[O:53])([O-])[O-:51].[Na+].[Na+]. (3) Given the product [CH3:19][O:20][C:21]([C:23]1[C:31]2[C:26](=[CH:27][C:28]([C:32]3[CH:37]=[CH:36][C:35]([O:18][CH2:17][C:5]4[N:6]([C:9]5[C:14]([Cl:15])=[CH:13][CH:12]=[CH:11][C:10]=5[Cl:16])[N:7]=[N:8][C:4]=4[CH:1]4[CH2:3][CH2:2]4)=[CH:34][C:33]=3[CH3:39])=[CH:29][CH:30]=2)[N:25]([CH:40]([CH3:42])[CH3:41])[N:24]=1)=[O:22], predict the reactants needed to synthesize it. The reactants are: [CH:1]1([C:4]2[N:8]=[N:7][N:6]([C:9]3[C:14]([Cl:15])=[CH:13][CH:12]=[CH:11][C:10]=3[Cl:16])[C:5]=2[CH2:17][OH:18])[CH2:3][CH2:2]1.[CH3:19][O:20][C:21]([C:23]1[C:31]2[C:26](=[CH:27][C:28]([C:32]3[CH:37]=[CH:36][C:35](O)=[CH:34][C:33]=3[CH3:39])=[CH:29][CH:30]=2)[N:25]([CH:40]([CH3:42])[CH3:41])[N:24]=1)=[O:22].C(P(CCCC)CCCC)CCC. (4) Given the product [CH3:25][N:17]([CH2:16][C:4]1[S:5][C:6]([S:7]([C:10]2[CH:15]=[CH:14][CH:13]=[CH:12][CH:11]=2)(=[O:9])=[O:8])=[C:2]([C:31]2[N:27]([CH3:26])[CH:28]=[N:29][CH:30]=2)[CH:3]=1)[C:18](=[O:24])[O:19][C:20]([CH3:23])([CH3:22])[CH3:21], predict the reactants needed to synthesize it. The reactants are: Br[C:2]1[CH:3]=[C:4]([CH2:16][N:17]([CH3:25])[C:18](=[O:24])[O:19][C:20]([CH3:23])([CH3:22])[CH3:21])[S:5][C:6]=1[S:7]([C:10]1[CH:15]=[CH:14][CH:13]=[CH:12][CH:11]=1)(=[O:9])=[O:8].[CH3:26][N:27]1[C:31]([Sn](CCCC)(CCCC)CCCC)=[CH:30][N:29]=[CH:28]1. (5) Given the product [CH3:24][C:21]1[O:20][C:19]([C:16]2[CH:15]=[CH:14][C:13]([O:12][C:10]3[CH:9]=[C:4]([CH:3]=[C:2]([O:1][C@H:26]4[CH2:30][CH2:29][NH:28][C:27]4=[O:31])[CH:11]=3)[C:5]([O:7][CH3:8])=[O:6])=[CH:18][CH:17]=2)=[N:23][N:22]=1, predict the reactants needed to synthesize it. The reactants are: [OH:1][C:2]1[CH:3]=[C:4]([CH:9]=[C:10]([O:12][C:13]2[CH:18]=[CH:17][C:16]([C:19]3[O:20][C:21]([CH3:24])=[N:22][N:23]=3)=[CH:15][CH:14]=2)[CH:11]=1)[C:5]([O:7][CH3:8])=[O:6].O[C@@H:26]1[CH2:30][CH2:29][NH:28][C:27]1=[O:31].C1(P(C2C=CC=CC=2)C2C=CC=CC=2)C=CC=CC=1.N(C(OC(C)C)=O)=NC(OC(C)C)=O. (6) Given the product [C:13]1([C:8]2[NH:9][C:10]3[C:6]([CH:7]=2)=[CH:5][C:4]([NH2:1])=[CH:12][CH:11]=3)[CH:14]=[CH:15][CH:16]=[CH:17][CH:18]=1, predict the reactants needed to synthesize it. The reactants are: [N+:1]([C:4]1[CH:5]=[C:6]2[C:10](=[CH:11][CH:12]=1)[NH:9][C:8]([C:13]1[CH:18]=[CH:17][CH:16]=[CH:15][CH:14]=1)=[CH:7]2)([O-])=O. (7) Given the product [CH3:36][C:33]1[C:32]([CH3:37])=[C:31]([NH:30][C:29]([N:19]2[CH2:18][CH2:17][C:15]3([CH2:16][CH:13]([C:4]4[CH:5]=[CH:6][CH:7]=[C:8]([C:9]([F:11])([F:12])[F:10])[C:3]=4[F:2])[CH2:14]3)[CH2:21][CH2:20]2)=[O:28])[O:35][N:34]=1, predict the reactants needed to synthesize it. The reactants are: Cl.[F:2][C:3]1[C:8]([C:9]([F:12])([F:11])[F:10])=[CH:7][CH:6]=[CH:5][C:4]=1[CH:13]1[CH2:16][C:15]2([CH2:21][CH2:20][NH:19][CH2:18][CH2:17]2)[CH2:14]1.C1([O:28][C:29](=O)[NH:30][C:31]2[O:35][N:34]=[C:33]([CH3:36])[C:32]=2[CH3:37])C=CC=CC=1. (8) Given the product [ClH:24].[ClH:24].[NH:8]1[CH2:11][CH:10]([N:12]2[CH2:16][CH2:15][CH:14]([OH:17])[CH2:13]2)[CH2:9]1, predict the reactants needed to synthesize it. The reactants are: C1(C(C2C=CC=CC=2)[N:8]2[CH2:11][CH:10]([N:12]3[CH2:16][CH2:15][CH:14]([OH:17])[CH2:13]3)[CH2:9]2)C=CC=CC=1.[ClH:24]. (9) Given the product [CH3:18][O:17][C:14]1[CH:15]=[CH:16][C:2]2[C:6]3[CH:7]=[C:8]([C:9]#[N:10])[CH:11]=[CH:12][C:5]=3[O:4][C:3]=2[CH:13]=1, predict the reactants needed to synthesize it. The reactants are: Br[C:2]1[CH:16]=[CH:15][C:14]([O:17][CH3:18])=[CH:13][C:3]=1[O:4][C:5]1[CH:12]=[CH:11][C:8]([C:9]#[N:10])=[CH:7][CH:6]=1.C(=O)([O-])[O-].[Na+].[Na+].O. (10) Given the product [NH:24]([C:7]([C:6]1[CH:11]=[CH:12][C:3]([N:2]([CH3:1])[C:13](=[O:22])[CH2:14][CH2:15][C:16]2[CH:21]=[CH:20][CH:19]=[CH:18][CH:17]=2)=[CH:4][CH:5]=1)=[O:8])[NH2:25], predict the reactants needed to synthesize it. The reactants are: [CH3:1][N:2]([C:13](=[O:22])[CH2:14][CH2:15][C:16]1[CH:21]=[CH:20][CH:19]=[CH:18][CH:17]=1)[C:3]1[CH:12]=[CH:11][C:6]([C:7](OC)=[O:8])=[CH:5][CH:4]=1.O.[NH2:24][NH2:25].